From a dataset of Full USPTO retrosynthesis dataset with 1.9M reactions from patents (1976-2016). Predict the reactants needed to synthesize the given product. Given the product [ClH:36].[NH2:1][C:2]1[C:7]2=[C:8]([C:14]3[CH:19]=[CH:18][C:17]([NH:20][C:21]([NH:23][C:24]4[CH:29]=[C:28]([C:30]([F:33])([F:31])[F:32])[CH:27]=[CH:26][C:25]=4[F:34])=[O:22])=[CH:16][CH:15]=3)[C:9]([CH2:11][O:12][CH3:13])=[C:10]([CH:43]3[CH2:42][O:41][CH2:40][CH2:39][N:38]3[CH3:37])[N:6]2[N:5]=[CH:4][N:3]=1, predict the reactants needed to synthesize it. The reactants are: [NH2:1][C:2]1[C:7]2=[C:8]([C:14]3[CH:19]=[CH:18][C:17]([NH:20][C:21]([NH:23][C:24]4[CH:29]=[C:28]([C:30]([F:33])([F:32])[F:31])[CH:27]=[CH:26][C:25]=4[F:34])=[O:22])=[C:16](F)[CH:15]=3)[C:9]([CH2:11][O:12][CH3:13])=[CH:10][N:6]2[N:5]=[CH:4][N:3]=1.[Cl-:36].[CH3:37][N+:38]1[CH2:39][CH2:40][O:41][CH2:42][CH:43]=1.